From a dataset of Peptide-MHC class II binding affinity with 134,281 pairs from IEDB. Regression. Given a peptide amino acid sequence and an MHC pseudo amino acid sequence, predict their binding affinity value. This is MHC class II binding data. (1) The peptide sequence is FKPFAEYKSDYVYEP. The binding affinity (normalized) is 0.113. The MHC is DRB1_1101 with pseudo-sequence DRB1_1101. (2) The peptide sequence is GFLNEDHWASRENSG. The MHC is DRB1_0701 with pseudo-sequence DRB1_0701. The binding affinity (normalized) is 0.439.